Dataset: Reaction yield outcomes from USPTO patents with 853,638 reactions. Task: Predict the reaction yield, written as a fraction of the theoretical maximum amount of product (1.0 means a 100% yield; for example, 0.34 means a 34% yield). (1) The reactants are CB1OB(C)OB(C)O1.[CH2:10]([O:12][C:13]([C:15]1[CH:20]=[CH:19][C:18]([C:21]([F:24])([F:23])[F:22])=[C:17](Cl)[N:16]=1)=[O:14])[CH3:11].[C:26](=O)([O-])[O-].[K+].[K+].Cl. The catalyst is O1CCOCC1.C1C=CC([P]([Pd]([P](C2C=CC=CC=2)(C2C=CC=CC=2)C2C=CC=CC=2)([P](C2C=CC=CC=2)(C2C=CC=CC=2)C2C=CC=CC=2)[P](C2C=CC=CC=2)(C2C=CC=CC=2)C2C=CC=CC=2)(C2C=CC=CC=2)C2C=CC=CC=2)=CC=1. The yield is 0.878. The product is [CH2:10]([O:12][C:13]([C:15]1[CH:20]=[CH:19][C:18]([C:21]([F:24])([F:23])[F:22])=[C:17]([CH3:26])[N:16]=1)=[O:14])[CH3:11]. (2) The reactants are [CH3:1][C:2]1[N:3]([C:8]2[CH:22]=[CH:21][C:11]3[CH2:12][CH2:13][N:14](C(OC)=O)[CH2:15][CH2:16][C:10]=3[CH:9]=2)[C:4]([CH3:7])=[CH:5][CH:6]=1.[OH-].[K+].O. The catalyst is CCO. The product is [CH3:7][C:4]1[N:3]([C:8]2[CH:22]=[CH:21][C:11]3[CH2:12][CH2:13][NH:14][CH2:15][CH2:16][C:10]=3[CH:9]=2)[C:2]([CH3:1])=[CH:6][CH:5]=1. The yield is 0.610. (3) The reactants are [CH2:1]([N:5]1[C:13]([N:14]2[CH2:19][CH2:18][NH:17][CH2:16][CH2:15]2)=[N:12][C:11]2[C:6]1=[N:7][C:8]([C:26]1[CH:27]=[N:28][C:29]([NH2:32])=[N:30][CH:31]=1)=[N:9][C:10]=2[N:20]1[CH2:25][CH2:24][O:23][CH2:22][CH2:21]1)[CH:2]([CH3:4])[CH3:3].Cl.C(N=C=NCCCN(C)C)C.ON1C2C=CC=CC=2N=N1.[OH:55][C:56]([CH3:62])([CH3:61])[CH2:57][C:58](O)=[O:59]. The catalyst is CN(C)C=O. The product is [NH2:32][C:29]1[N:30]=[CH:31][C:26]([C:8]2[N:7]=[C:6]3[C:11]([N:12]=[C:13]([N:14]4[CH2:19][CH2:18][N:17]([C:58](=[O:59])[CH2:57][C:56]([CH3:62])([OH:55])[CH3:61])[CH2:16][CH2:15]4)[N:5]3[CH2:1][CH:2]([CH3:4])[CH3:3])=[C:10]([N:20]3[CH2:25][CH2:24][O:23][CH2:22][CH2:21]3)[N:9]=2)=[CH:27][N:28]=1. The yield is 0.670. (4) The reactants are [CH3:1][C:2]1[N:3]=[CH:4][N:5]([C:7]2[CH:8]=[C:9]([CH:11]=[C:12]([C:14]([F:17])([F:16])[F:15])[CH:13]=2)[NH2:10])[CH:6]=1.[CH2:18]([O:20][C:21]1[C:26](=[O:27])[NH:25][CH:24]=[C:23]([C:28]2[CH:33]=[CH:32][C:31]([CH2:34][C:35](O)=[O:36])=[C:30]([F:38])[CH:29]=2)[CH:22]=1)[CH3:19].C1C=CC2N(O)N=NC=2C=1.C(Cl)C[Cl:51].CCN(CC)CC. The catalyst is CN(C=O)C. The product is [ClH:51].[CH2:18]([O:20][C:21]1[C:26](=[O:27])[NH:25][CH:24]=[C:23]([C:28]2[CH:33]=[CH:32][C:31]([CH2:34][C:35]([NH:10][C:9]3[CH:11]=[C:12]([C:14]([F:17])([F:15])[F:16])[CH:13]=[C:7]([N:5]4[CH:6]=[C:2]([CH3:1])[N:3]=[CH:4]4)[CH:8]=3)=[O:36])=[C:30]([F:38])[CH:29]=2)[CH:22]=1)[CH3:19]. The yield is 0.106.